Dataset: TCR-epitope binding with 47,182 pairs between 192 epitopes and 23,139 TCRs. Task: Binary Classification. Given a T-cell receptor sequence (or CDR3 region) and an epitope sequence, predict whether binding occurs between them. (1) The epitope is ALSKGVHFV. The TCR CDR3 sequence is CASTILRDLQLHTEAFF. Result: 1 (the TCR binds to the epitope). (2) The epitope is LPPIVAKEI. The TCR CDR3 sequence is CASSQGIAGDEQFF. Result: 0 (the TCR does not bind to the epitope). (3) The epitope is HTTDPSFLGRY. The TCR CDR3 sequence is CALSRGPMNTEAFF. Result: 1 (the TCR binds to the epitope). (4) The epitope is EHPTFTSQYRIQGKL. The TCR CDR3 sequence is CASSLEGVSGGSGETQYF. Result: 0 (the TCR does not bind to the epitope). (5) The epitope is SEVGPEHSLAEY. Result: 1 (the TCR binds to the epitope). The TCR CDR3 sequence is CASSQEPSGGGYYEQYF. (6) The epitope is FLNGSCGSV. The TCR CDR3 sequence is CATSEVGNTEAFF. Result: 1 (the TCR binds to the epitope). (7) The epitope is RLRPGGKKR. The TCR CDR3 sequence is CAIQDAGASYEQYF. Result: 0 (the TCR does not bind to the epitope). (8) The epitope is GILGFVFTL. The TCR CDR3 sequence is CASSQDRLTGGYTF. Result: 0 (the TCR does not bind to the epitope). (9) The epitope is GLCTLVAML. The TCR CDR3 sequence is CASSVVGNEQFF. Result: 1 (the TCR binds to the epitope). (10) The epitope is FVRATATIPI. The TCR CDR3 sequence is CASSPGHKHHEQFF. Result: 0 (the TCR does not bind to the epitope).